Predict the reactants needed to synthesize the given product. From a dataset of Full USPTO retrosynthesis dataset with 1.9M reactions from patents (1976-2016). (1) Given the product [C:24]([O:28][C:29](=[O:42])[CH2:30][CH2:31][C:32]1[CH:37]=[CH:36][C:35]([NH:38][C:39]([N:17]([C:16]2[N:8]([C:5]3[CH:6]=[CH:7][C:2]([Cl:1])=[CH:3][CH:4]=3)[N:9]=[C:10]3[C:15]=2[CH:14]=[CH:13][CH:12]=[CH:11]3)[CH:18]2[CH2:23][CH2:22][CH2:21][CH2:20][CH2:19]2)=[O:40])=[C:34]([F:41])[CH:33]=1)([CH3:27])([CH3:25])[CH3:26], predict the reactants needed to synthesize it. The reactants are: [Cl:1][C:2]1[CH:7]=[CH:6][C:5]([N:8]2[C:16]([NH:17][CH:18]3[CH2:23][CH2:22][CH2:21][CH2:20][CH2:19]3)=[C:15]3[C:10]([CH:11]=[CH:12][CH:13]=[CH:14]3)=[N:9]2)=[CH:4][CH:3]=1.[C:24]([O:28][C:29](=[O:42])[CH2:30][CH2:31][C:32]1[CH:37]=[CH:36][C:35]([N:38]=[C:39]=[O:40])=[C:34]([F:41])[CH:33]=1)([CH3:27])([CH3:26])[CH3:25].CCN(CC)CC. (2) Given the product [CH:16]1(/[CH:22]=[CH:23]/[C:24]2[N:6]([C:7]3[CH:12]=[CH:11][CH:10]=[CH:9][N:8]=3)[C:5]3[CH:13]=[CH:14][C:2]([F:1])=[CH:3][C:4]=3[N:15]=2)[CH2:21][CH2:20][CH2:19][CH2:18][CH2:17]1, predict the reactants needed to synthesize it. The reactants are: [F:1][C:2]1[CH:14]=[CH:13][C:5]([NH:6][C:7]2[CH:12]=[CH:11][CH:10]=[CH:9][N:8]=2)=[C:4]([NH2:15])[CH:3]=1.[CH:16]1(/[CH:22]=[CH:23]/[C:24](Cl)=O)[CH2:21][CH2:20][CH2:19][CH2:18][CH2:17]1.N1C=CC=CC=1N1C2C=CC=CC=2N=C1/C=C/C1C=CC=CC=1. (3) Given the product [Cl:16][C:17]1[C:18]([C:24]([NH:1][C:2]2[CH:3]=[CH:4][C:5]3[CH2:11][CH2:10][CH2:9][C:8]([CH2:12][OH:13])=[C:7]([CH3:14])[C:6]=3[CH:15]=2)=[O:25])=[N:19][CH:20]=[C:21]([Cl:23])[CH:22]=1, predict the reactants needed to synthesize it. The reactants are: [NH2:1][C:2]1[CH:3]=[CH:4][C:5]2[CH2:11][CH2:10][CH2:9][C:8]([CH2:12][OH:13])=[C:7]([CH3:14])[C:6]=2[CH:15]=1.[Cl:16][C:17]1[C:18]([C:24](O)=[O:25])=[N:19][CH:20]=[C:21]([Cl:23])[CH:22]=1. (4) Given the product [F:1][C:2]1[CH:3]=[C:4]([CH:18]=[CH:19][C:20]=1[F:21])[CH2:5][CH:6]1[C:13]2[CH:12]=[C:11]([C:14]([OH:16])=[O:15])[NH:10][C:9]=2[CH2:8][CH2:7]1, predict the reactants needed to synthesize it. The reactants are: [F:1][C:2]1[CH:3]=[C:4]([CH:18]=[CH:19][C:20]=1[F:21])[CH2:5][CH:6]1[C:13]2[CH:12]=[C:11]([C:14]([O:16]C)=[O:15])[NH:10][C:9]=2[CH2:8][CH2:7]1.[OH-].[Li+].CO. (5) Given the product [CH3:19][O:20][CH2:21][CH2:22][CH2:23][NH:24][CH2:17][N:9]1[C:10]2[C:15](=[CH:14][CH:13]=[CH:12][CH:11]=2)[C:7](=[CH:6][C:2]2[NH:1][CH:5]=[CH:4][CH:3]=2)[C:8]1=[O:16], predict the reactants needed to synthesize it. The reactants are: [NH:1]1[CH:5]=[CH:4][CH:3]=[C:2]1/[CH:6]=[C:7]1\[C:8](=[O:16])[NH:9][C:10]2[C:15]\1=[CH:14][CH:13]=[CH:12][CH:11]=2.[CH2:17]=O.[CH3:19][O:20][CH2:21][CH2:22][CH2:23][NH2:24]. (6) Given the product [C:22]([O:21][C:19]([N:15]1[CH2:16][CH2:17][C:18]2[C:8]([S:7][CH2:6][C:5]3[CH:27]=[CH:28][C:2]([CH2:34][CH2:33][CH:32]([CH3:36])[CH3:31])=[C:3]([F:29])[CH:4]=3)=[C:9]([Cl:26])[CH:10]=[CH:11][C:12]=2[CH2:13][CH2:14]1)=[O:20])([CH3:25])([CH3:24])[CH3:23], predict the reactants needed to synthesize it. The reactants are: Br[C:2]1[CH:28]=[CH:27][C:5]([CH2:6][S:7][C:8]2[C:18]3[CH2:17][CH2:16][N:15]([C:19]([O:21][C:22]([CH3:25])([CH3:24])[CH3:23])=[O:20])[CH2:14][CH2:13][C:12]=3[CH:11]=[CH:10][C:9]=2[Cl:26])=[CH:4][C:3]=1[F:29].[Br-].[CH3:31][CH:32]([CH3:36])[CH2:33][CH2:34][Zn+].C1COCC1. (7) Given the product [C:18]([C:17]1[C:16]([CH3:20])=[C:15]([CH3:21])[S:14][C:13]=1[NH:12][C:29](=[O:30])[CH:28]([C:22]1[CH:27]=[CH:26][CH:25]=[CH:24][CH:23]=1)[CH2:32][C:33]1[CH:38]=[CH:37][CH:36]=[CH:35][CH:34]=1)#[N:19], predict the reactants needed to synthesize it. The reactants are: CCN=C=NCCCN(C)C.[NH2:12][C:13]1[S:14][C:15]([CH3:21])=[C:16]([CH3:20])[C:17]=1[C:18]#[N:19].[C:22]1([CH:28]([CH2:32][C:33]2[CH:38]=[CH:37][CH:36]=[CH:35][CH:34]=2)[C:29](O)=[O:30])[CH:27]=[CH:26][CH:25]=[CH:24][CH:23]=1.